Dataset: Forward reaction prediction with 1.9M reactions from USPTO patents (1976-2016). Task: Predict the product of the given reaction. (1) Given the reactants Cl[C:2]1[CH:7]=[C:6]([Cl:8])[N:5]=[CH:4][N:3]=1.[NH2:9][C:10]1[CH:11]=[C:12]([C:16]([F:19])([F:18])[F:17])[CH:13]=[CH:14][CH:15]=1.CC(C)=O, predict the reaction product. The product is: [Cl:8][C:6]1[N:5]=[CH:4][N:3]=[C:2]([NH:9][C:10]2[CH:15]=[CH:14][CH:13]=[C:12]([C:16]([F:17])([F:18])[F:19])[CH:11]=2)[CH:7]=1. (2) Given the reactants C(=O)([O-])[O-].[Cs+].[Cs+].Cl.[CH3:8][S:9]([C:12]1[CH:13]=[CH:14][C:15]([CH2:18][O:19][CH2:20][C@H:21]2[CH2:23][C@@H:22]2[CH:24]2[CH2:29][CH2:28][NH:27][CH2:26][CH2:25]2)=[N:16][CH:17]=1)(=[O:11])=[O:10].Cl[C:31]1[N:36]=[CH:35][C:34]([Cl:37])=[CH:33][N:32]=1, predict the reaction product. The product is: [Cl:37][C:34]1[CH:33]=[N:32][C:31]([N:27]2[CH2:28][CH2:29][CH:24]([C@H:22]3[CH2:23][C@@H:21]3[CH2:20][O:19][CH2:18][C:15]3[CH:14]=[CH:13][C:12]([S:9]([CH3:8])(=[O:10])=[O:11])=[CH:17][N:16]=3)[CH2:25][CH2:26]2)=[N:36][CH:35]=1.